Predict the reactants needed to synthesize the given product. From a dataset of Full USPTO retrosynthesis dataset with 1.9M reactions from patents (1976-2016). The reactants are: Br[CH2:2][CH2:3][O:4][C:5]1[CH:14]=[C:13]2[C:8]([C:9]([O:15][C:16]3[C:17]([F:26])=[C:18]4[C:22](=[CH:23][CH:24]=3)[NH:21][C:20]([CH3:25])=[CH:19]4)=[N:10][CH:11]=[N:12]2)=[CH:7][C:6]=1[O:27][CH3:28].C1(P(=O)(C2C=CC=CC=2)C2C=CC=CC=2)C=CC=CC=1.[C:49]([N:52]1[CH2:57][CH2:56][NH:55][CH2:54][CH2:53]1)(=[O:51])[CH3:50]. Given the product [C:49]([N:52]1[CH2:57][CH2:56][N:55]([CH2:2][CH2:3][O:4][C:5]2[CH:14]=[C:13]3[C:8]([C:9]([O:15][C:16]4[C:17]([F:26])=[C:18]5[C:22](=[CH:23][CH:24]=4)[NH:21][C:20]([CH3:25])=[CH:19]5)=[N:10][CH:11]=[N:12]3)=[CH:7][C:6]=2[O:27][CH3:28])[CH2:54][CH2:53]1)(=[O:51])[CH3:50], predict the reactants needed to synthesize it.